From a dataset of Forward reaction prediction with 1.9M reactions from USPTO patents (1976-2016). Predict the product of the given reaction. (1) Given the reactants [NH2:1][C@@H:2]1[CH2:11][C:10]2[N:9]=[CH:8][C:7]([N:12]3[C:17](=[O:18])[CH:16]=[N:15][C:14]4[CH:19]=[CH:20][C:21]([O:23][CH3:24])=[N:22][C:13]3=4)=[CH:6][C:5]=2[CH2:4][C@H:3]1[OH:25].[O:26]1[C:35]2[CH:34]=[C:33]([CH:36]=O)[N:32]=[CH:31][C:30]=2[O:29][CH2:28][CH2:27]1.C(O[BH-](OC(=O)C)OC(=O)C)(=O)C.[Na+].[Cl:52]CCl, predict the reaction product. The product is: [ClH:52].[ClH:52].[O:26]1[C:35]2[CH:34]=[C:33]([CH2:36][NH:1][CH:2]3[CH2:11][C:10]4[N:9]=[CH:8][C:7]([N:12]5[C:17](=[O:18])[CH:16]=[N:15][C:14]6[CH:19]=[CH:20][C:21]([O:23][CH3:24])=[N:22][C:13]5=6)=[CH:6][C:5]=4[CH2:4][CH:3]3[OH:25])[N:32]=[CH:31][C:30]=2[O:29][CH2:28][CH2:27]1. (2) Given the reactants [CH3:1][S-:2].[Na+].Br[CH2:5][CH2:6][CH2:7][CH2:8][CH2:9][CH2:10][CH2:11][C:12]([OH:14])=[O:13], predict the reaction product. The product is: [CH3:1][S:2][CH2:5][CH2:6][CH2:7][CH2:8][CH2:9][CH2:10][CH2:11][C:12]([OH:14])=[O:13]. (3) Given the reactants [C:1]1([C:7]2[C:8]([C:18]([O:20][CH3:21])=[O:19])=[CH:9][NH:10][C:11]=2[C:12]2[CH:17]=[CH:16][CH:15]=[CH:14][CH:13]=2)[CH:6]=[CH:5][CH:4]=[CH:3][CH:2]=1.[H-].[Na+].[C:24]1([S:30](Cl)(=[O:32])=[O:31])[CH:29]=[CH:28][CH:27]=[CH:26][CH:25]=1, predict the reaction product. The product is: [C:1]1([C:7]2[C:8]([C:18]([O:20][CH3:21])=[O:19])=[CH:9][N:10]([S:30]([C:24]3[CH:29]=[CH:28][CH:27]=[CH:26][CH:25]=3)(=[O:32])=[O:31])[C:11]=2[C:12]2[CH:13]=[CH:14][CH:15]=[CH:16][CH:17]=2)[CH:2]=[CH:3][CH:4]=[CH:5][CH:6]=1. (4) Given the reactants C[O:2][C:3]([C@H:5]1[CH2:9][CH2:8][C@H:7]([NH:10][C:11]([O:13][C:14]([CH3:17])([CH3:16])[CH3:15])=[O:12])[CH2:6]1)=O, predict the reaction product. The product is: [C:14]([O:13][C:11](=[O:12])[NH:10][C@H:7]1[CH2:8][CH2:9][C@H:5]([CH2:3][OH:2])[CH2:6]1)([CH3:17])([CH3:15])[CH3:16]. (5) Given the reactants [CH3:1][C@@H:2]1[CH2:10][C:5]2([O:9][CH2:8][CH2:7][O:6]2)[CH2:4][C@@H:3]1[C:11]1[N:15]2[C:16]3[CH:22]=[CH:21][N:20](S(C4C=CC(C)=CC=4)(=O)=O)[C:17]=3[N:18]=[CH:19][C:14]2=[N:13][N:12]=1.[OH-].[Na+].O, predict the reaction product. The product is: [CH3:1][C@@H:2]1[CH2:10][C:5]2([O:9][CH2:8][CH2:7][O:6]2)[CH2:4][C@@H:3]1[C:11]1[N:15]2[C:16]3[CH:22]=[CH:21][NH:20][C:17]=3[N:18]=[CH:19][C:14]2=[N:13][N:12]=1. (6) Given the reactants [NH:1]1[CH:5]=[CH:4][N:3]=[C:2]1[CH:6]=O.[Cl:8][C:9]1[CH:15]=[CH:14][C:12]([NH2:13])=[CH:11][CH:10]=1.[BH4-].[Na+].O, predict the reaction product. The product is: [Cl:8][C:9]1[CH:15]=[CH:14][C:12]([NH:13][CH2:6][C:2]2[NH:3][CH:4]=[CH:5][N:1]=2)=[CH:11][CH:10]=1. (7) Given the reactants [NH2:1][C:2]1[CH:3]=[C:4]([CH2:8]O)[CH:5]=[CH:6][CH:7]=1.[Cl-:10].[Li+].N1C(C)=CC=CC=1C.[CH3:20][S:21](Cl)(=[O:23])=[O:22], predict the reaction product. The product is: [Cl:10][CH2:8][C:4]1[CH:3]=[C:2]([NH:1][S:21]([CH3:20])(=[O:23])=[O:22])[CH:7]=[CH:6][CH:5]=1. (8) Given the reactants [C:1]([C:3]1[CH:29]=[CH:28][C:6]2[N:7]([C:10]3[CH:11]=[C:12]([NH:24]C(=O)C)[CH:13]=[C:14]([C:16]4[CH:21]=[CH:20][C:19]([F:22])=[CH:18][C:17]=4[F:23])[CH:15]=3)[CH:8]=[N:9][C:5]=2[CH:4]=1)#[N:2].[OH-:30].[K+], predict the reaction product. The product is: [NH2:24][C:12]1[CH:11]=[C:10]([N:7]2[C:6]3[CH:28]=[CH:29][C:3]([C:1]([NH2:2])=[O:30])=[CH:4][C:5]=3[N:9]=[CH:8]2)[CH:15]=[C:14]([C:16]2[CH:21]=[CH:20][C:19]([F:22])=[CH:18][C:17]=2[F:23])[CH:13]=1. (9) Given the reactants C[O:2][C:3]1[CH:4]=[C:5]2[C:10](=[CH:11][CH:12]=1)[C:9](=[O:13])[CH:8]([C:14]1[CH:19]=[CH:18][CH:17]=[CH:16][CH:15]=1)[CH2:7][CH2:6]2.Br, predict the reaction product. The product is: [OH:2][C:3]1[CH:4]=[C:5]2[C:10](=[CH:11][CH:12]=1)[C:9](=[O:13])[CH:8]([C:14]1[CH:19]=[CH:18][CH:17]=[CH:16][CH:15]=1)[CH2:7][CH2:6]2. (10) Given the reactants Cl[C:2]1[CH:7]=[CH:6][C:5]([N+:8]([O-:10])=[O:9])=[CH:4][N:3]=1.[CH3:11][CH:12]([C:14]1[CH:15]=[C:16]([OH:20])[CH:17]=[CH:18][CH:19]=1)[CH3:13].C(=O)([O-])[O-].[K+].[K+], predict the reaction product. The product is: [CH3:11][CH:12]([C:14]1[CH:15]=[C:16]([O:20][C:2]2[CH:7]=[CH:6][C:5]([N+:8]([O-:10])=[O:9])=[CH:4][N:3]=2)[CH:17]=[CH:18][CH:19]=1)[CH3:13].